The task is: Predict the product of the given reaction.. This data is from Forward reaction prediction with 1.9M reactions from USPTO patents (1976-2016). (1) Given the reactants F[C:2]1[CH:3]=[C:4]2[C:9](=[N:10][C:11]=1[NH:12][CH2:13][C:14](F)(F)F)[N:8]=[C:7]([C:18]([F:21])([F:20])[F:19])[C:6]([C:22]([O:24]CC)=[O:23])=[CH:5]2.O.O.[OH-].[Li+].Cl.[CH2:32]([OH:34])[CH3:33], predict the reaction product. The product is: [N:12]1([C:11]2[N:10]=[C:9]3[C:4]([CH:5]=[C:6]([C:22]([OH:24])=[O:23])[C:7]([C:18]([F:20])([F:21])[F:19])=[N:8]3)=[CH:3][CH:2]=2)[CH2:33][CH2:32][O:34][CH2:14][CH2:13]1. (2) Given the reactants [O:1]([C:8]1[CH:13]=[CH:12][C:11]([C:14]#[C:15][CH2:16]O)=[CH:10][CH:9]=1)[C:2]1[CH:7]=[CH:6][CH:5]=[CH:4][CH:3]=1.C1(P(C2C=CC=CC=2)C2C=CC=CC=2)C=CC=CC=1.C(Br)(Br)(Br)[Br:38], predict the reaction product. The product is: [Br:38][CH2:16][C:15]#[C:14][C:11]1[CH:12]=[CH:13][C:8]([O:1][C:2]2[CH:7]=[CH:6][CH:5]=[CH:4][CH:3]=2)=[CH:9][CH:10]=1. (3) Given the reactants C([O-])([O-])=O.[Cs+].[Cs+].[Cl:7][C:8]1[CH:13]=[CH:12][C:11]([C:14]2[CH:19]=[CH:18][CH:17]=[C:16]([CH2:20]Cl)[CH:15]=2)=[C:10]([CH3:22])[CH:9]=1.[OH:23][C:24]1[CH:29]=[CH:28][C:27]([C@@H:30]([C:37]2[N:38]([CH3:42])[CH:39]=[CH:40][N:41]=2)[CH2:31][C:32]([O:34][CH2:35][CH3:36])=[O:33])=[CH:26][CH:25]=1, predict the reaction product. The product is: [CH2:35]([O:34][C:32](=[O:33])[CH2:31][C@@H:30]([C:27]1[CH:26]=[CH:25][C:24]([O:23][CH2:20][C:16]2[CH:15]=[C:14]([C:11]3[CH:12]=[CH:13][C:8]([Cl:7])=[CH:9][C:10]=3[CH3:22])[CH:19]=[CH:18][CH:17]=2)=[CH:29][CH:28]=1)[C:37]1[N:38]([CH3:42])[CH:39]=[CH:40][N:41]=1)[CH3:36]. (4) Given the reactants [NH2:1][C@@H:2]1[C:16](=[O:17])[N:15]2[CH2:18][C@H:19]([O:21][C:22]3[C:31]4[C:26](=[CH:27][C:28]([O:32][CH3:33])=[CH:29][CH:30]=4)[CH:25]=[CH:24][N:23]=3)[CH2:20][C@H:14]2[C:13](=[O:34])[NH:12][C@:11]2([C:36]([NH:38][S:39]([C:42]3([CH3:45])[CH2:44][CH2:43]3)(=[O:41])=[O:40])=[O:37])[CH2:35][C@H:10]2[CH:9]=[CH:8][CH2:7][CH2:6][C@@H:5]([CH3:46])[O:4][C@H:3]1[CH3:47].C(O)(C(F)(F)F)=O.[C:55](=O)([O:63][C:64]([CH3:70])([CH3:69])[C:65]([F:68])([F:67])[F:66])[O:56]C1C=CC=CN=1.C(N(C(C)C)C(C)C)C, predict the reaction product. The product is: [CH3:33][O:32][C:28]1[CH:27]=[C:26]2[C:31](=[CH:30][CH:29]=1)[C:22]([O:21][C@H:19]1[CH2:18][N:15]3[C:16](=[O:17])[C@@H:2]([NH:1][C:55](=[O:56])[O:63][C:64]([CH3:70])([CH3:69])[C:65]([F:68])([F:67])[F:66])[C@H:3]([CH3:47])[O:4][C@H:5]([CH3:46])[CH2:6][CH2:7][CH:8]=[CH:9][C@@H:10]4[CH2:35][C@@:11]4([C:36](=[O:37])[NH:38][S:39]([C:42]4([CH3:45])[CH2:43][CH2:44]4)(=[O:40])=[O:41])[NH:12][C:13](=[O:34])[C@@H:14]3[CH2:20]1)=[N:23][CH:24]=[CH:25]2.